This data is from Forward reaction prediction with 1.9M reactions from USPTO patents (1976-2016). The task is: Predict the product of the given reaction. Given the reactants [CH:1]1([C:4]([C:6]2[CH:7]=[N:8][C:9]3[C:14]([C:15]=2Cl)=[N:13][C:12]([Cl:17])=[CH:11][CH:10]=3)=[O:5])[CH2:3][CH2:2]1.C(O)(=O)C.C(O)(=O)C.[CH3:26][N:27]([CH2:29][C@H:30]1[CH2:35][CH2:34][C@H:33]([NH2:36])[CH2:32][CH2:31]1)[CH3:28], predict the reaction product. The product is: [Cl:17][C:12]1[N:13]=[C:14]2[C:9](=[CH:10][CH:11]=1)[N:8]=[CH:7][C:6]([C:4]([CH:1]1[CH2:3][CH2:2]1)=[O:5])=[C:15]2[NH:36][C@H:33]1[CH2:34][CH2:35][C@H:30]([CH2:29][N:27]([CH3:28])[CH3:26])[CH2:31][CH2:32]1.